Dataset: Catalyst prediction with 721,799 reactions and 888 catalyst types from USPTO. Task: Predict which catalyst facilitates the given reaction. (1) Reactant: C(O)(C(F)(F)F)=O.[CH:8]1([O:14][C:15](=[O:42])[CH2:16][CH2:17][C@H:18]([NH:34]C(OC(C)(C)C)=O)[CH2:19][S:20][C:21]2[CH:26]=[CH:25][C:24]([CH2:27][C:28]3[CH:33]=[CH:32][CH:31]=[CH:30][CH:29]=3)=[CH:23][CH:22]=2)[CH2:13][CH2:12][CH2:11][CH2:10][CH2:9]1. Product: [CH:8]1([O:14][C:15](=[O:42])[CH2:16][CH2:17][C@H:18]([NH2:34])[CH2:19][S:20][C:21]2[CH:26]=[CH:25][C:24]([CH2:27][C:28]3[CH:29]=[CH:30][CH:31]=[CH:32][CH:33]=3)=[CH:23][CH:22]=2)[CH2:9][CH2:10][CH2:11][CH2:12][CH2:13]1. The catalyst class is: 2. (2) Reactant: C[O:2][C:3](=[O:30])[C:4]1[CH:9]=[CH:8][C:7]([C:10]2[N:15]=[C:14]3[N:16]([CH2:19][C:20]4[CH:21]=[C:22]5[C:27](=[CH:28][CH:29]=4)[N:26]=[CH:25][CH:24]=[CH:23]5)[N:17]=[N:18][C:13]3=[CH:12][CH:11]=2)=[CH:6][CH:5]=1.[OH-].[Li+].Cl. Product: [N:26]1[C:27]2[C:22](=[CH:21][C:20]([CH2:19][N:16]3[C:14]4=[N:15][C:10]([C:7]5[CH:8]=[CH:9][C:4]([C:3]([OH:30])=[O:2])=[CH:5][CH:6]=5)=[CH:11][CH:12]=[C:13]4[N:18]=[N:17]3)=[CH:29][CH:28]=2)[CH:23]=[CH:24][CH:25]=1. The catalyst class is: 24.